From a dataset of Reaction yield outcomes from USPTO patents with 853,638 reactions. Predict the reaction yield, written as a fraction of the theoretical maximum amount of product (1.0 means a 100% yield; for example, 0.34 means a 34% yield). The reactants are [C:1]([Si:5]([CH3:30])([CH3:29])[O:6][CH:7]1[CH2:12][CH2:11][CH:10]([N:13]2[CH:17]=[C:16]([C:18]3[CH:23]=[N:22][C:21]([NH2:24])=[C:20]4[O:25][C:26](Cl)=[CH:27][C:19]=34)[CH:15]=[N:14]2)[CH2:9][CH2:8]1)([CH3:4])([CH3:3])[CH3:2].CC1(C)C(C)(C)OB([C:39]2[CH:47]=[C:46]3[C:42]([CH2:43][NH:44][C:45]3=[O:48])=[CH:41][CH:40]=2)O1.C(=O)([O-])[O-].[Na+].[Na+]. The catalyst is COCCOC.C1C=CC([P]([Pd]([P](C2C=CC=CC=2)(C2C=CC=CC=2)C2C=CC=CC=2)([P](C2C=CC=CC=2)(C2C=CC=CC=2)C2C=CC=CC=2)[P](C2C=CC=CC=2)(C2C=CC=CC=2)C2C=CC=CC=2)(C2C=CC=CC=2)C2C=CC=CC=2)=CC=1. The product is [NH2:24][C:21]1[N:22]=[CH:23][C:18]([C:16]2[CH:15]=[N:14][N:13]([C@H:10]3[CH2:11][CH2:12][C@H:7]([O:6][Si:5]([C:1]([CH3:4])([CH3:3])[CH3:2])([CH3:30])[CH3:29])[CH2:8][CH2:9]3)[CH:17]=2)=[C:19]2[CH:27]=[C:26]([C:39]3[CH:47]=[C:46]4[C:42]([CH2:43][NH:44][C:45]4=[O:48])=[CH:41][CH:40]=3)[O:25][C:20]=12. The yield is 0.800.